This data is from Experimentally validated miRNA-target interactions with 360,000+ pairs, plus equal number of negative samples. The task is: Binary Classification. Given a miRNA mature sequence and a target amino acid sequence, predict their likelihood of interaction. (1) The miRNA is mmu-miR-5101 with sequence UUUGUUUGUUUUGCUGAUGCAG. The protein sequence of the target gene is MTVKLGDAGSGEEGLKKLGKRTADEESLDGEGPGGADAADSSSTKRDGQTPRASGAPAPPRGLPTPSPPQGSPQDQHHFLRSSVRPQSKRPRKDAPCALGSGGASGSGPRGKGSDGGASSSGNVSGATPATPAGGSRSSSRNIGSSGPEKEEGKKVRRQWESWSTEDKNTFFEGLYEHGKDFEAIQNNIALKYKKKGKPASMVKNKEQVRHFYYRTWHKITKYIDFDNVFSRGLKKSSQELYGLICYGELRKKIGGCMDDKNATKLNELIQVGATTVRYKGRNLRIKAPMCRALKKLCDP.... Result: 1 (interaction). (2) The miRNA is hsa-miR-6088 with sequence AGAGAUGAAGCGGGGGGGCG. The protein sequence of the target gene is MSESGSKSSQPLASKQEKDGTEKRGRGRPRKQPPVSPGTALVGSQKEPSEVPTPKRPRGRPKGSKNKGAAKTRKVTTAPGRKPRGRPKKLEKEEEEGISQESSEEEQ. Result: 0 (no interaction). (3) The miRNA is hsa-miR-140-3p with sequence UACCACAGGGUAGAACCACGG. The protein sequence of the target gene is MEKPATRKKKSQAPKEEAGAQKATVKGEKTSKGKKATKKPRKPRRPRKEPVLSPEDEAHIFDAFDASFKDDFEGVPVFVPFQRKKPYECGECGRIFKHKTDHIRHQRVHTGEKPFKCDQCGKTFRHSSDVTKHQRIHTGEKPFKCGECGKAFNCGSNLLKHQKTHTGEKPYGCEECGKSFAYSSCLIRHRKRHPRKKH. Result: 0 (no interaction). (4) The miRNA is hsa-miR-1245b-5p with sequence UAGGCCUUUAGAUCACUUAAA. The protein sequence of the target gene is MAVPGPTARAGARPRLDLQLVQRFVRIQKVFFPSWSSQNVLMFMTLLCVTLLEQLVIYQVGLIPSQYYGVLGNKDLDGFKALTLLAVTLIVLNSTLKSFDQFTCNLLYVSWRKDLTEHLHHLYFRARVYYTLNVLRDDIDNPDQRISQDVERFCRQLSSVTSKLIISPFTLTYYTYQCFQSTGWLGPVSIFGYFIVGTMVNKTLMGPIVTKLVQQEKLEGDFRFKHMQIRVNAEPAAFYRAGLVEHMRTDRRLQRLLQTQRELMSRELWLYIGINTFDYLGSILSYVVIAIPIFSGVYGD.... Result: 0 (no interaction).